From a dataset of Forward reaction prediction with 1.9M reactions from USPTO patents (1976-2016). Predict the product of the given reaction. (1) Given the reactants [Br:1][C:2]1[CH:9]=[CH:8][CH:7]=[C:6]([OH:10])[C:3]=1[CH:4]=O.Br[CH2:12][C:13]([C:15]1[CH:20]=[CH:19][C:18]([F:21])=[C:17]([F:22])[CH:16]=1)=[O:14], predict the reaction product. The product is: [Br:1][C:2]1[C:3]2[CH:4]=[C:12]([C:13]([C:15]3[CH:20]=[CH:19][C:18]([F:21])=[C:17]([F:22])[CH:16]=3)=[O:14])[O:10][C:6]=2[CH:7]=[CH:8][CH:9]=1. (2) Given the reactants Br[CH2:2][C:3]([NH:5][C:6]1[CH:11]=[CH:10][C:9]([S:12]([N:15]([C:17]2[CH:36]=[CH:35][C:20]3[N:21]([CH2:28][CH:29]4[CH2:34][CH2:33][CH2:32][CH2:31][CH2:30]4)[C:22]([C:24]([CH3:27])([CH3:26])[CH3:25])=[N:23][C:19]=3[CH:18]=2)[CH3:16])(=[O:14])=[O:13])=[CH:8][CH:7]=1)=[O:4].Cl.[CH3:38][NH:39][CH3:40].CCN(C(C)C)C(C)C, predict the reaction product. The product is: [C:24]([C:22]1[N:21]([CH2:28][CH:29]2[CH2:34][CH2:33][CH2:32][CH2:31][CH2:30]2)[C:20]2[CH:35]=[CH:36][C:17]([N:15]([CH3:16])[S:12]([C:9]3[CH:10]=[CH:11][C:6]([NH:5][C:3](=[O:4])[CH2:2][N:39]([CH3:40])[CH3:38])=[CH:7][CH:8]=3)(=[O:14])=[O:13])=[CH:18][C:19]=2[N:23]=1)([CH3:27])([CH3:26])[CH3:25]. (3) Given the reactants N1C2C(=CC(N[N:12]=[C:13]([C:16]#[N:17])[C:14]#[N:15])=CC=2)C=CC=1.[NH2:18][C:19]1[CH:20]=[C:21]2[C:26](=[CH:27][CH:28]=1)[N:25]=[CH:24][CH:23]=[CH:22]2.C(#N)CC#N.O.[NH2:35][NH2:36], predict the reaction product. The product is: [N:25]1[C:26]2[C:21](=[CH:20][C:19]([NH:18][N:12]=[C:13]3[C:14]([NH2:15])=[N:36][N:35]=[C:16]3[NH2:17])=[CH:28][CH:27]=2)[CH:22]=[CH:23][CH:24]=1. (4) Given the reactants [NH2:1][C:2]1[C:3]2[C:10]([C:11]3[CH:25]=[CH:24][C:14]([CH2:15][NH:16]C(=O)OC(C)(C)C)=[CH:13][CH:12]=3)=[CH:9][N:8]([S:26]([C:29]3[CH:34]=[CH:33][CH:32]=[CH:31][CH:30]=3)(=[O:28])=[O:27])[C:4]=2[N:5]=[CH:6][N:7]=1.C(O)(C(F)(F)F)=O, predict the reaction product. The product is: [NH2:16][CH2:15][C:14]1[CH:24]=[CH:25][C:11]([C:10]2[C:3]3[C:2]([NH2:1])=[N:7][CH:6]=[N:5][C:4]=3[N:8]([S:26]([C:29]3[CH:30]=[CH:31][CH:32]=[CH:33][CH:34]=3)(=[O:27])=[O:28])[CH:9]=2)=[CH:12][CH:13]=1.